Task: Regression. Given two drug SMILES strings and cell line genomic features, predict the synergy score measuring deviation from expected non-interaction effect.. Dataset: NCI-60 drug combinations with 297,098 pairs across 59 cell lines (1) Drug 1: CC1=C2C(C(=O)C3(C(CC4C(C3C(C(C2(C)C)(CC1OC(=O)C(C(C5=CC=CC=C5)NC(=O)OC(C)(C)C)O)O)OC(=O)C6=CC=CC=C6)(CO4)OC(=O)C)OC)C)OC. Drug 2: C1=CC(=CC=C1CCC2=CNC3=C2C(=O)NC(=N3)N)C(=O)NC(CCC(=O)O)C(=O)O. Cell line: EKVX. Synergy scores: CSS=29.3, Synergy_ZIP=-14.6, Synergy_Bliss=-11.1, Synergy_Loewe=-30.1, Synergy_HSA=-11.3. (2) Drug 1: C(=O)(N)NO. Drug 2: CCCCC(=O)OCC(=O)C1(CC(C2=C(C1)C(=C3C(=C2O)C(=O)C4=C(C3=O)C=CC=C4OC)O)OC5CC(C(C(O5)C)O)NC(=O)C(F)(F)F)O. Cell line: UACC-257. Synergy scores: CSS=32.6, Synergy_ZIP=1.22, Synergy_Bliss=3.85, Synergy_Loewe=-10.6, Synergy_HSA=2.90. (3) Drug 1: CCC1(CC2CC(C3=C(CCN(C2)C1)C4=CC=CC=C4N3)(C5=C(C=C6C(=C5)C78CCN9C7C(C=CC9)(C(C(C8N6C=O)(C(=O)OC)O)OC(=O)C)CC)OC)C(=O)OC)O.OS(=O)(=O)O. Drug 2: C1CN1C2=NC(=NC(=N2)N3CC3)N4CC4. Cell line: MDA-MB-231. Synergy scores: CSS=19.1, Synergy_ZIP=-4.45, Synergy_Bliss=-1.47, Synergy_Loewe=-1.97, Synergy_HSA=-1.82. (4) Drug 1: COC1=C(C=C2C(=C1)N=CN=C2NC3=CC(=C(C=C3)F)Cl)OCCCN4CCOCC4. Drug 2: COC1=C2C(=CC3=C1OC=C3)C=CC(=O)O2. Cell line: HL-60(TB). Synergy scores: CSS=16.3, Synergy_ZIP=-1.23, Synergy_Bliss=4.54, Synergy_Loewe=9.53, Synergy_HSA=7.14.